This data is from Catalyst prediction with 721,799 reactions and 888 catalyst types from USPTO. The task is: Predict which catalyst facilitates the given reaction. (1) Reactant: C([O:5][C:6](=[O:35])[C:7]([S:10][C:11]1[S:12][CH:13]=[C:14]([CH2:16][CH2:17][N:18]([CH2:27][C:28]2[CH:33]=[CH:32][C:31](Br)=[CH:30][CH:29]=2)[C:19]2[N:24]=[CH:23][C:22]([CH2:25][CH3:26])=[CH:21][N:20]=2)[N:15]=1)([CH3:9])[CH3:8])(C)(C)C.[C:36]([C:38]1[CH:43]=[CH:42][C:41](OB(O)O)=[CH:40][CH:39]=1)#[N:37].[ClH:48].C(OCC)(=O)C. Product: [ClH:48].[C:36]([C:38]1[CH:43]=[CH:42][C:41]([C:31]2[CH:30]=[CH:29][C:28]([CH2:27][N:18]([C:19]3[N:20]=[CH:21][C:22]([CH2:25][CH3:26])=[CH:23][N:24]=3)[CH2:17][CH2:16][C:14]3[N:15]=[C:11]([S:10][C:7]([CH3:8])([CH3:9])[C:6]([OH:5])=[O:35])[S:12][CH:13]=3)=[CH:33][CH:32]=2)=[CH:40][CH:39]=1)#[N:37]. The catalyst class is: 27. (2) Reactant: [Cl:1][C:2]1[CH:3]=[C:4]([OH:12])[CH:5]=[N:6][C:7]=1[O:8][CH:9]([CH3:11])[CH3:10].Br[CH2:14][C:15]1[C:38]([Cl:39])=[CH:37][C:18]2[C:19]([N:22]([C:30]([O:32][C:33]([CH3:36])([CH3:35])[CH3:34])=[O:31])[C:23](=[O:29])[O:24][C:25]([CH3:28])([CH3:27])[CH3:26])=[N:20][O:21][C:17]=2[CH:16]=1.C(=O)([O-])[O-].[K+].[K+]. Product: [C:25]([O:24][C:23]([N:22]([C:19]1[C:18]2[CH:37]=[C:38]([Cl:39])[C:15]([CH2:14][O:12][C:4]3[CH:5]=[N:6][C:7]([O:8][CH:9]([CH3:10])[CH3:11])=[C:2]([Cl:1])[CH:3]=3)=[CH:16][C:17]=2[O:21][N:20]=1)[C:30](=[O:31])[O:32][C:33]([CH3:36])([CH3:35])[CH3:34])=[O:29])([CH3:26])([CH3:27])[CH3:28]. The catalyst class is: 3. (3) Reactant: [F:1][C:2]1[CH:7]=[CH:6][C:5]([C:8]2[CH:12]=[C:11]([CH:13]([OH:15])[CH3:14])[O:10][N:9]=2)=[CH:4][CH:3]=1.CC(OI1(OC(C)=O)(OC(C)=O)OC(=O)C2C=CC=CC1=2)=O. Product: [F:1][C:2]1[CH:3]=[CH:4][C:5]([C:8]2[CH:12]=[C:11]([C:13](=[O:15])[CH3:14])[O:10][N:9]=2)=[CH:6][CH:7]=1. The catalyst class is: 2. (4) Reactant: [NH2:1][C:2]1[N:7]=[C:6]([CH3:8])[C:5]([CH2:9]O)=[C:4]([NH:11][CH2:12][CH2:13][CH2:14][CH2:15][CH3:16])[N:3]=1.[CH3:17][O:18][C:19]1[CH:24]=[CH:23][C:22]([CH2:25][C:26]([OH:28])=[O:27])=[CH:21][CH:20]=1. Product: [NH2:1][C:2]1[N:7]=[C:6]([CH3:8])[C:5]([CH2:9][C:24]2[CH:23]=[C:22]([CH2:25][C:26]([OH:28])=[O:27])[CH:21]=[CH:20][C:19]=2[O:18][CH3:17])=[C:4]([NH:11][CH2:12][CH2:13][CH2:14][CH2:15][CH3:16])[N:3]=1. The catalyst class is: 33. (5) Reactant: C(O[CH:5]([C:28]1[CH:36]=[C:31]2[CH2:32][O:33][CH2:34][CH2:35][N:30]2[N:29]=1)[C:6]1(Br)[C:12](=[O:13])[N:11]2[C@@H:7]1[S:8][CH:9]=[C:10]2[C:14]([O:16]CC1C=CC([N+]([O-])=O)=CC=1)=[O:15])(=O)C.P([O-])([O-])([O-])=O. Product: [N:29]1[N:30]2[C:31]([CH2:32][O:33][CH2:34][CH2:35]2)=[CH:36][C:28]=1/[CH:5]=[C:6]1\[C@@H:7]2[N:11]([C:12]\1=[O:13])[C:10]([C:14]([OH:16])=[O:15])=[CH:9][S:8]2. The catalyst class is: 123. (6) Reactant: C([O:4][C:5]1[CH:10]=[CH:9][C:8]([C:11]2[C:16]([O:17][CH3:18])=[CH:15][CH:14]=[C:13]([CH2:19][CH:20]([OH:23])[CH2:21][OH:22])[CH:12]=2)=[CH:7][CH:6]=1)C=C.[Al](Cl)([CH2:27][CH3:28])CC.[CH2:30](Cl)Cl. Product: [CH2:30]([C:10]1[CH:9]=[C:8]([C:11]2[C:16]([O:17][CH3:18])=[CH:15][CH:14]=[C:13]([CH2:19][CH:20]([OH:23])[CH2:21][OH:22])[CH:12]=2)[CH:7]=[CH:6][C:5]=1[OH:4])[CH:27]=[CH2:28]. The catalyst class is: 81. (7) Reactant: [N:1]([CH:4]([C:6]1[CH:7]=[N:8][C:9]([CH3:12])=[N:10][CH:11]=1)[CH3:5])=[N+]=[N-]. Product: [CH3:12][C:9]1[N:10]=[CH:11][C:6]([CH:4]([NH2:1])[CH3:5])=[CH:7][N:8]=1. The catalyst class is: 153. (8) Reactant: [NH2:1][CH2:2][CH2:3][CH:4]([N:6]1[C:10]2=[N:11][C:12]([C:15]([O:17]CC)=[O:16])=[CH:13][CH:14]=[C:9]2[CH:8]=[C:7]1[C:20]([O:22]CC)=O)[CH3:5].C(=O)([O-])[O-].[K+].[K+]. Product: [CH3:5][CH:4]1[N:6]2[C:10]3[N:11]=[C:12]([C:15]([OH:17])=[O:16])[CH:13]=[CH:14][C:9]=3[CH:8]=[C:7]2[C:20](=[O:22])[NH:1][CH2:2][CH2:3]1. The catalyst class is: 8. (9) Reactant: [O:1]1[C:10]2[CH:9]=[C:8]([CH2:11][NH:12][C:13]3([C:35](OC)=[O:36])[CH2:18][CH2:17][N:16]([CH2:19][C@H:20]4[N:31]5[C:32]6[C:23](=[C:24]([F:34])[CH:25]=[N:26][C:27]=6[CH:28]=[CH:29][C:30]5=[O:33])[O:22][CH2:21]4)[CH2:15][CH2:14]3)[N:7]=[CH:6][C:5]=2[O:4][CH2:3][CH2:2]1.[BH4-].[Na+].[ClH:41]. Product: [ClH:41].[ClH:41].[O:1]1[C:10]2[CH:9]=[C:8]([CH2:11][NH:12][C:13]3([CH2:35][OH:36])[CH2:18][CH2:17][N:16]([CH2:19][C@H:20]4[N:31]5[C:32]6[C:23](=[C:24]([F:34])[CH:25]=[N:26][C:27]=6[CH:28]=[CH:29][C:30]5=[O:33])[O:22][CH2:21]4)[CH2:15][CH2:14]3)[N:7]=[CH:6][C:5]=2[O:4][CH2:3][CH2:2]1. The catalyst class is: 5.